Dataset: Full USPTO retrosynthesis dataset with 1.9M reactions from patents (1976-2016). Task: Predict the reactants needed to synthesize the given product. (1) Given the product [Br:16][CH2:17][C:18]1[CH:19]=[C:20]([CH:21]=[CH:22][CH:23]=1)[CH2:24][N:12]1[CH:11]=[N:10][C:9]2[C:13]1=[N:14][C:6]([O:5][CH2:4][CH2:3][O:2][CH3:1])=[N:7][C:8]=2[NH2:15], predict the reactants needed to synthesize it. The reactants are: [CH3:1][O:2][CH2:3][CH2:4][O:5][C:6]1[N:14]=[C:13]2[C:9]([N:10]=[CH:11][NH:12]2)=[C:8]([NH2:15])[N:7]=1.[Br:16][CH2:17][C:18]1[CH:23]=[CH:22][CH:21]=[C:20]([CH2:24]Br)[CH:19]=1.C(=O)([O-])[O-].[K+].[K+]. (2) Given the product [C:18]([O:22][C:23](=[O:24])[NH:25][CH:26]([CH2:30][C:31]1[CH:32]=[CH:33][C:34]([O:37][C:38]([CH3:41])([CH3:40])[CH3:39])=[CH:35][CH:36]=1)[C:27](=[O:28])[N:13]1[CH2:14][CH2:15][CH2:16][CH2:17][CH:12]1[C:10]1[O:11][C:7]([C:1]2[CH:2]=[CH:3][CH:4]=[CH:5][CH:6]=2)=[CH:8][N:9]=1)([CH3:20])([CH3:21])[CH3:19], predict the reactants needed to synthesize it. The reactants are: [C:1]1([C:7]2[O:11][C:10]([CH:12]3[CH2:17][CH2:16][CH2:15][CH2:14][NH:13]3)=[N:9][CH:8]=2)[CH:6]=[CH:5][CH:4]=[CH:3][CH:2]=1.[C:18]([O:22][C:23]([NH:25][CH:26]([CH2:30][C:31]1[CH:36]=[CH:35][C:34]([O:37][C:38]([CH3:41])([CH3:40])[CH3:39])=[CH:33][CH:32]=1)[C:27](O)=[O:28])=[O:24])([CH3:21])([CH3:20])[CH3:19].C1CN([P+](Br)(N2CCCC2)N2CCCC2)CC1.F[P-](F)(F)(F)(F)F.C(N(C(C)C)CC)(C)C. (3) Given the product [CH2:1]([O:8][CH2:9][CH2:10][C:11]1[N:12]=[C:13]([C:16]2[CH:21]=[CH:20][CH:19]=[CH:18][CH:17]=2)[O:14][C:15]=1[CH2:22][CH2:23][CH3:24])[C:2]1[CH:3]=[CH:4][CH:5]=[CH:6][CH:7]=1, predict the reactants needed to synthesize it. The reactants are: [CH2:1]([O:8][CH2:9][CH2:10][C:11]1[N:12]=[C:13]([C:16]2[CH:21]=[CH:20][CH:19]=[CH:18][CH:17]=2)[O:14][CH:15]=1)[C:2]1[CH:7]=[CH:6][CH:5]=[CH:4][CH:3]=1.[CH2:22]([Li])[CH2:23][CH2:24]C.C(I)CC. (4) Given the product [CH:58]1([O:39][C:25]2[CH:24]=[CH:23][C:22]3[C@@H:21]4[C@H:30]([C@H:31]5[C@@:35]([CH2:37][C@@H:20]4[C:17]4[CH:16]=[CH:15][C:14]([O:13][CH2:12][CH2:11][CH2:10][CH2:9][CH2:8][S:6]([CH2:5][CH2:4][CH2:3][C:2]([F:1])([F:44])[C:40]([F:41])([F:42])[F:43])=[O:7])=[CH:19][CH:18]=4)([CH3:36])[C@@H:34]([OH:38])[CH2:33][CH2:32]5)[CH2:29][CH2:28][C:27]=3[CH:26]=2)[CH2:62][CH2:61][CH2:60][CH2:59]1, predict the reactants needed to synthesize it. The reactants are: [F:1][C:2]([F:44])([C:40]([F:43])([F:42])[F:41])[CH2:3][CH2:4][CH2:5][S:6]([CH2:8][CH2:9][CH2:10][CH2:11][CH2:12][O:13][C:14]1[CH:19]=[CH:18][C:17]([C@H:20]2[CH2:37][C@@:35]3([CH3:36])[C@@H:31]([CH2:32][CH2:33][C@@H:34]3[OH:38])[C@H:30]3[C@H:21]2[C:22]2[CH:23]=[CH:24][C:25]([OH:39])=[CH:26][C:27]=2[CH2:28][CH2:29]3)=[CH:16][CH:15]=1)=[O:7].[H-].[Na+].CC1C=CC(S(O[CH:58]2[CH2:62][CH2:61][CH2:60][CH2:59]2)(=O)=O)=CC=1.[Cl-].[NH4+].